From a dataset of Reaction yield outcomes from USPTO patents with 853,638 reactions. Predict the reaction yield, written as a fraction of the theoretical maximum amount of product (1.0 means a 100% yield; for example, 0.34 means a 34% yield). (1) The reactants are [Cl:1][C:2]1[CH:3]=[C:4]([N:17]2[C:22](=[O:23])[NH:21][C:20](=[O:24])[CH:19]=[N:18]2)[CH:5]=[CH:6][C:7]=1[CH:8](Cl)[C:9]1[CH:14]=[CH:13][C:12]([Cl:15])=[CH:11][CH:10]=1.[SH:25][C:26]1[CH:31]=[CH:30][CH:29]=[CH:28][N:27]=1.N12CCCN=C1CCCCC2. The catalyst is [OH-].[Na+]. The product is [Cl:1][C:2]1[CH:3]=[C:4]([N:17]2[C:22](=[O:23])[NH:21][C:20](=[O:24])[CH:19]=[N:18]2)[CH:5]=[CH:6][C:7]=1[CH:8]([C:9]1[CH:14]=[CH:13][C:12]([Cl:15])=[CH:11][CH:10]=1)[S:25][C:26]1[CH:31]=[CH:30][CH:29]=[CH:28][N:27]=1. The yield is 0.430. (2) The reactants are [ClH:1].O1CCOCC1.[CH:8]1([O:12][C:13]2[CH:18]=[CH:17][N:16]=[C:15]([CH2:19][C:20]([O:22]C(C)(C)C)=[O:21])[CH:14]=2)[CH2:11][CH2:10][CH2:9]1. No catalyst specified. The product is [ClH:1].[CH:8]1([O:12][C:13]2[CH:18]=[CH:17][N:16]=[C:15]([CH2:19][C:20]([OH:22])=[O:21])[CH:14]=2)[CH2:9][CH2:10][CH2:11]1. The yield is 0.960.